Dataset: Full USPTO retrosynthesis dataset with 1.9M reactions from patents (1976-2016). Task: Predict the reactants needed to synthesize the given product. (1) Given the product [C:18]([C:15]1[C:16]([Cl:17])=[C:12]([C:10]2[NH:9][C:3]3=[N:4][CH:5]=[C:6]([C:27]4[CH:28]=[CH:29][CH:30]=[CH:31][C:26]=4[O:25][C:24]([F:23])([F:36])[F:35])[N:7]=[C:2]3[N:1]=2)[N:13]([CH3:22])[N:14]=1)([CH3:21])([CH3:20])[CH3:19], predict the reactants needed to synthesize it. The reactants are: [NH2:1][C:2]1[C:3]([NH:9][C:10]([C:12]2[N:13]([CH3:22])[N:14]=[C:15]([C:18]([CH3:21])([CH3:20])[CH3:19])[C:16]=2[Cl:17])=O)=[N:4][CH:5]=[C:6](Br)[N:7]=1.[F:23][C:24]([F:36])([F:35])[O:25][C:26]1[CH:31]=[CH:30][CH:29]=[CH:28][C:27]=1B(O)O.C([O-])([O-])=O.[Cs+].[Cs+].C(Cl)Cl. (2) The reactants are: II.[Br-:3].COC(=O)[C@@H]1CCCN1[CH2:12][C:13]1[CH:18]=[CH:17][CH:16]=[CH:15][CH:14]=1.[NH4+].[Cl-]. Given the product [Br:3][C:13]1[CH:18]=[CH:17][C:12]([C:13]2[CH:14]=[CH:15][CH:16]=[CH:17][CH:18]=2)=[CH:15][CH:14]=1, predict the reactants needed to synthesize it. (3) Given the product [Cl:1][C:2]1[CH:10]=[C:9]([C:11]2[CH:12]=[CH:13][C:14]3[N:15]([C:17]([C:20]4[CH:21]=[CH:22][C:23]([C:26]#[N:27])=[CH:24][CH:25]=4)=[CH:18][N:19]=3)[CH:16]=2)[CH:8]=[CH:7][C:3]=1[C:4]([N:63]1[CH2:64][CH2:65][N:60]([CH3:59])[CH2:61][CH2:62]1)=[O:5], predict the reactants needed to synthesize it. The reactants are: [Cl:1][C:2]1[CH:10]=[C:9]([C:11]2[CH:12]=[CH:13][C:14]3[N:15]([C:17]([C:20]4[CH:25]=[CH:24][C:23]([C:26]#[N:27])=[CH:22][CH:21]=4)=[CH:18][N:19]=3)[CH:16]=2)[CH:8]=[CH:7][C:3]=1[C:4](O)=[O:5].CN1CCOCC1.CN(C(ON1N=NC2C=CC=NC1=2)=[N+](C)C)C.F[P-](F)(F)(F)(F)F.[CH3:59][N:60]1[CH2:65][CH2:64][NH:63][CH2:62][CH2:61]1.